Dataset: Orexin1 receptor HTS with 218,158 compounds and 233 confirmed actives. Task: Binary Classification. Given a drug SMILES string, predict its activity (active/inactive) in a high-throughput screening assay against a specified biological target. (1) The compound is s1nc(c(N)c1C(=O)N(C(C(=O)NCC1OCCC1)c1ccc(OCC)cc1)c1c(F)cccc1)C(=O)N. The result is 0 (inactive). (2) The drug is N(c1nc2c(c(N)c1)cccc2)(C)C. The result is 0 (inactive).